Dataset: Full USPTO retrosynthesis dataset with 1.9M reactions from patents (1976-2016). Task: Predict the reactants needed to synthesize the given product. (1) Given the product [Br:7][C:5]1[N:6]=[C:2]([N:24]2[CH2:29][CH2:28][O:27][CH2:26][CH2:25]2)[S:3][C:4]=1[C:8]([O:10][CH2:11][CH3:12])=[O:9], predict the reactants needed to synthesize it. The reactants are: Br[C:2]1[S:3][C:4]([C:8]([O:10][CH2:11][CH3:12])=[O:9])=[C:5]([Br:7])[N:6]=1.C(=O)([O-])[O-].[Cs+].[Cs+].O1CCCC1.[NH:24]1[CH2:29][CH2:28][O:27][CH2:26][CH2:25]1. (2) Given the product [Br-:1].[S:12]1[CH:16]=[C:15]([CH:17]([NH:29][C:30]2[CH:35]=[CH:34][CH:33]=[CH:32][CH:31]=2)[C:18]([O:20][C@@H:21]2[CH:26]3[CH2:27][CH2:28][N+:23]([CH2:2][C:3]([C:5]4[CH:10]=[CH:9][C:8]([OH:11])=[CH:7][CH:6]=4)=[O:4])([CH2:24][CH2:25]3)[CH2:22]2)=[O:19])[C:14]2[CH:36]=[CH:37][CH:38]=[CH:39][C:13]1=2, predict the reactants needed to synthesize it. The reactants are: [Br:1][CH2:2][C:3]([C:5]1[CH:10]=[CH:9][C:8]([OH:11])=[CH:7][CH:6]=1)=[O:4].[S:12]1[CH:16]=[C:15]([CH:17]([NH:29][C:30]2[CH:35]=[CH:34][CH:33]=[CH:32][CH:31]=2)[C:18]([O:20][C@@H:21]2[CH:26]3[CH2:27][CH2:28][N:23]([CH2:24][CH2:25]3)[CH2:22]2)=[O:19])[C:14]2[CH:36]=[CH:37][CH:38]=[CH:39][C:13]1=2.